From a dataset of Merck oncology drug combination screen with 23,052 pairs across 39 cell lines. Regression. Given two drug SMILES strings and cell line genomic features, predict the synergy score measuring deviation from expected non-interaction effect. (1) Drug 1: CN1C(=O)C=CC2(C)C3CCC4(C)C(NC(=O)OCC(F)(F)F)CCC4C3CCC12. Drug 2: NC1(c2ccc(-c3nc4ccn5c(=O)[nH]nc5c4cc3-c3ccccc3)cc2)CCC1. Cell line: NCIH520. Synergy scores: synergy=18.6. (2) Drug 1: O=c1[nH]cc(F)c(=O)[nH]1. Drug 2: Cn1nnc2c(C(N)=O)ncn2c1=O. Cell line: HCT116. Synergy scores: synergy=-15.7. (3) Drug 1: Cn1c(=O)n(-c2ccc(C(C)(C)C#N)cc2)c2c3cc(-c4cnc5ccccc5c4)ccc3ncc21. Drug 2: CNC(=O)c1cc(Oc2ccc(NC(=O)Nc3ccc(Cl)c(C(F)(F)F)c3)cc2)ccn1. Cell line: OVCAR3. Synergy scores: synergy=-9.59. (4) Drug 1: CCN(CC)CCNC(=O)c1c(C)[nH]c(C=C2C(=O)Nc3ccc(F)cc32)c1C. Drug 2: NC1(c2ccc(-c3nc4ccn5c(=O)[nH]nc5c4cc3-c3ccccc3)cc2)CCC1. Cell line: NCIH23. Synergy scores: synergy=11.3. (5) Drug 1: CN1C(=O)C=CC2(C)C3CCC4(C)C(NC(=O)OCC(F)(F)F)CCC4C3CCC12. Drug 2: Cc1nc(Nc2ncc(C(=O)Nc3c(C)cccc3Cl)s2)cc(N2CCN(CCO)CC2)n1. Cell line: HT144. Synergy scores: synergy=-50.3. (6) Drug 1: CN1C(=O)C=CC2(C)C3CCC4(C)C(NC(=O)OCC(F)(F)F)CCC4C3CCC12. Drug 2: N#Cc1ccc(Cn2cncc2CN2CCN(c3cccc(Cl)c3)C(=O)C2)cc1. Cell line: A2058. Synergy scores: synergy=1.75. (7) Drug 1: Cn1nnc2c(C(N)=O)ncn2c1=O. Drug 2: CNC(=O)c1cc(Oc2ccc(NC(=O)Nc3ccc(Cl)c(C(F)(F)F)c3)cc2)ccn1. Cell line: LNCAP. Synergy scores: synergy=-11.4.